Dataset: Full USPTO retrosynthesis dataset with 1.9M reactions from patents (1976-2016). Task: Predict the reactants needed to synthesize the given product. (1) Given the product [Cl:19][C:20]1[CH:21]=[C:22]([C:2]2[S:3][C:4]([CH3:18])=[C:5]([CH2:7][N:8]3[CH:12]=[C:11]([C:13]([O:15][CH2:16][CH3:17])=[O:14])[CH:10]=[N:9]3)[N:6]=2)[CH:23]=[C:24]([C:26]([F:27])([F:28])[F:29])[CH:25]=1, predict the reactants needed to synthesize it. The reactants are: Br[C:2]1[S:3][C:4]([CH3:18])=[C:5]([CH2:7][N:8]2[CH:12]=[C:11]([C:13]([O:15][CH2:16][CH3:17])=[O:14])[CH:10]=[N:9]2)[N:6]=1.[Cl:19][C:20]1[CH:21]=[C:22](B(O)O)[CH:23]=[C:24]([C:26]([F:29])([F:28])[F:27])[CH:25]=1.C(=O)([O-])[O-].[Na+].[Na+].O. (2) Given the product [CH:22]1([NH:34][C:2]2[CH:12]=[CH:11][C:5]([C:6]([O:8][CH2:9][CH3:10])=[O:7])=[CH:4][C:3]=2[N+:13]([O-:15])=[O:14])[CH2:33][CH2:32][CH2:31][CH2:30][CH2:29][CH2:28][CH2:27][CH2:26][CH2:25][CH2:24][CH2:23]1, predict the reactants needed to synthesize it. The reactants are: Cl[C:2]1[CH:12]=[CH:11][C:5]([C:6]([O:8][CH2:9][CH3:10])=[O:7])=[CH:4][C:3]=1[N+:13]([O-:15])=[O:14].C([O-])([O-])=O.[K+].[K+].[CH:22]1([NH2:34])[CH2:33][CH2:32][CH2:31][CH2:30][CH2:29][CH2:28][CH2:27][CH2:26][CH2:25][CH2:24][CH2:23]1. (3) Given the product [Si:5]([O:4][CH2:3][CH2:2][N:39]1[CH:40]=[C:36]([B:31]2[O:30][C:29]([CH3:41])([CH3:28])[C:33]([CH3:35])([CH3:34])[O:32]2)[CH:37]=[N:38]1)([C:18]([CH3:21])([CH3:20])[CH3:19])([C:12]1[CH:17]=[CH:16][CH:15]=[CH:14][CH:13]=1)[C:6]1[CH:11]=[CH:10][CH:9]=[CH:8][CH:7]=1, predict the reactants needed to synthesize it. The reactants are: Br[CH2:2][CH2:3][O:4][Si:5]([C:18]([CH3:21])([CH3:20])[CH3:19])([C:12]1[CH:17]=[CH:16][CH:15]=[CH:14][CH:13]=1)[C:6]1[CH:11]=[CH:10][CH:9]=[CH:8][CH:7]=1.C(=O)([O-])[O-].[Cs+].[Cs+].[CH3:28][C:29]1([CH3:41])[C:33]([CH3:35])([CH3:34])[O:32][B:31]([C:36]2[CH:37]=[N:38][NH:39][CH:40]=2)[O:30]1.